Dataset: Full USPTO retrosynthesis dataset with 1.9M reactions from patents (1976-2016). Task: Predict the reactants needed to synthesize the given product. (1) Given the product [Cl:25][C:26]1[CH:31]=[CH:30][C:29]([S:32]([NH:1][C:2]2[CH:24]=[CH:23][C:5]3[N:6]([C:15]4[CH:20]=[CH:19][C:18]([O:21][CH3:22])=[CH:17][CH:16]=4)[C:7]([C:9]4[CH:10]=[CH:11][CH:12]=[CH:13][CH:14]=4)=[N:8][C:4]=3[CH:3]=2)(=[O:34])=[O:33])=[CH:28][CH:27]=1, predict the reactants needed to synthesize it. The reactants are: [NH2:1][C:2]1[CH:24]=[CH:23][C:5]2[N:6]([C:15]3[CH:20]=[CH:19][C:18]([O:21][CH3:22])=[CH:17][CH:16]=3)[C:7]([C:9]3[CH:14]=[CH:13][CH:12]=[CH:11][CH:10]=3)=[N:8][C:4]=2[CH:3]=1.[Cl:25][C:26]1[CH:31]=[CH:30][C:29]([S:32](Cl)(=[O:34])=[O:33])=[CH:28][CH:27]=1. (2) Given the product [NH4+:26].[F:25][C:2]([F:1])([CH2:19][CH2:20][P:21](=[O:22])([O-:24])[O-:23])[C:3]([F:17])([F:18])[C:4]([F:16])([F:15])[C:5]([F:14])([F:13])[C:6]([F:12])([F:11])[C:7]([F:10])([F:9])[F:8].[NH4+:26], predict the reactants needed to synthesize it. The reactants are: [F:1][C:2]([F:25])([CH2:19][CH2:20][P:21](=[O:24])([OH:23])[OH:22])[C:3]([F:18])([F:17])[C:4]([F:16])([F:15])[C:5]([F:14])([F:13])[C:6]([F:12])([F:11])[C:7]([F:10])([F:9])[F:8].[NH3:26]. (3) Given the product [C:25]1([CH3:33])[CH:30]=[CH:29][C:28](/[CH:31]=[CH:20]/[C:21]([O:23][CH3:24])=[O:22])=[CH:27][CH:26]=1, predict the reactants needed to synthesize it. The reactants are: C1(P(=[CH:20][C:21]([O:23][CH3:24])=[O:22])(C2C=CC=CC=2)C2C=CC=CC=2)C=CC=CC=1.[C:25]1([CH3:33])[CH:30]=[CH:29][C:28]([CH:31]=O)=[CH:27][CH:26]=1. (4) Given the product [Cl:20][C:16]1[CH:15]=[C:14]([C:10]2([N+:11]([O-:13])=[O:12])[CH2:1][N:2]([CH3:3])[C:7](=[O:21])[CH2:8][CH2:9]2)[CH:19]=[CH:18][CH:17]=1, predict the reactants needed to synthesize it. The reactants are: [CH3:1][NH2:2].[CH2:3]=O.CO[C:7](=[O:21])[CH2:8][CH2:9][CH:10]([C:14]1[CH:19]=[CH:18][CH:17]=[C:16]([Cl:20])[CH:15]=1)[N+:11]([O-:13])=[O:12].[Na+].[Cl-]. (5) Given the product [F:1][C:2]1[C:7]([C:18]2[CH:19]=[C:20]3[C:31]4([CH2:35][O:34][C:33]([NH2:36])=[N:32]4)[C:30]4[C:25](=[N:26][CH:27]=[C:28]([O:37][CH2:38][C:39]([O:42][CH3:43])([CH3:40])[CH3:41])[CH:29]=4)[O:24][C:21]3=[CH:22][CH:23]=2)=[CH:6][CH:5]=[CH:4][N:3]=1, predict the reactants needed to synthesize it. The reactants are: [F:1][C:2]1[C:7](B(O)O)=[CH:6][CH:5]=[CH:4][N:3]=1.C(=O)([O-])[O-].[K+].[K+].Br[C:18]1[CH:19]=[C:20]2[C:31]3([CH2:35][O:34][C:33]([NH2:36])=[N:32]3)[C:30]3[C:25](=[N:26][CH:27]=[C:28]([O:37][CH2:38][C:39]([O:42][CH3:43])([CH3:41])[CH3:40])[CH:29]=3)[O:24][C:21]2=[CH:22][CH:23]=1.O. (6) Given the product [C:1]([C:5]1[CH:13]=[CH:12][C:8]([C:9]([NH:11][S:24]([C:20]2[CH:21]=[CH:22][CH:23]=[C:18]([N+:15]([O-:17])=[O:16])[CH:19]=2)(=[O:25])=[O:26])=[O:10])=[C:7]([Cl:14])[N:6]=1)([CH3:4])([CH3:2])[CH3:3], predict the reactants needed to synthesize it. The reactants are: [C:1]([C:5]1[CH:13]=[CH:12][C:8]([C:9]([NH2:11])=[O:10])=[C:7]([Cl:14])[N:6]=1)([CH3:4])([CH3:3])[CH3:2].[N+:15]([C:18]1[CH:19]=[C:20]([S:24](Cl)(=[O:26])=[O:25])[CH:21]=[CH:22][CH:23]=1)([O-:17])=[O:16].[H-].[Na+]. (7) Given the product [C:8]([O:12][C:13](=[O:42])[NH:14][C:15]1[CH:20]=[CH:19][CH:18]=[CH:17][C:16]=1[NH:21][C:22](=[O:41])[C:23]1[CH:24]=[CH:25][C:26]([CH2:29][NH:30][C:31]2[S:32][C:33]3[CH:39]=[C:38]([O:40][C:54](=[O:55])[NH:43][CH2:44][CH2:45][N:46]4[CH2:51][CH2:50][O:49][CH2:48][CH2:47]4)[CH:37]=[CH:36][C:34]=3[N:35]=2)=[CH:27][CH:28]=1)([CH3:11])([CH3:9])[CH3:10], predict the reactants needed to synthesize it. The reactants are: CCN(CC)CC.[C:8]([O:12][C:13](=[O:42])[NH:14][C:15]1[CH:20]=[CH:19][CH:18]=[CH:17][C:16]=1[NH:21][C:22](=[O:41])[C:23]1[CH:28]=[CH:27][C:26]([CH2:29][NH:30][C:31]2[S:32][C:33]3[CH:39]=[C:38]([OH:40])[CH:37]=[CH:36][C:34]=3[N:35]=2)=[CH:25][CH:24]=1)([CH3:11])([CH3:10])[CH3:9].[NH2:43][CH2:44][CH2:45][N:46]1[CH2:51][CH2:50][O:49][CH2:48][CH2:47]1.C1C[O:55][CH2:54]C1. (8) Given the product [CH2:1]([C:8]([N:20]([CH3:22])[CH3:21])([CH2:18][CH3:19])[C:9]([C:11]1[CH:16]=[CH:15][C:14]([NH:26][CH2:25][CH2:23][OH:24])=[CH:13][CH:12]=1)=[O:10])[C:2]1[CH:7]=[CH:6][CH:5]=[CH:4][CH:3]=1, predict the reactants needed to synthesize it. The reactants are: [CH2:1]([C:8]([N:20]([CH3:22])[CH3:21])([CH2:18][CH3:19])[C:9]([C:11]1[CH:16]=[CH:15][C:14](F)=[CH:13][CH:12]=1)=[O:10])[C:2]1[CH:7]=[CH:6][CH:5]=[CH:4][CH:3]=1.[CH2:23]([CH2:25][NH2:26])[OH:24].C(=O)([O-])[O-].[K+].[K+]. (9) The reactants are: [I:1][C:2]1[CH:10]=[CH:9]C(C(O)=O)=[CH:4][CH:3]=1.[O:11]=S(Cl)Cl.CC[N:17]([CH:21]([CH3:23])C)[CH:18]([CH3:20])C.Br.[Br:25][CH2:26][CH2:27]CN.Cl. Given the product [Br:25][CH2:26][CH2:27][CH2:23][CH2:21][NH:17][C:18](=[O:11])[C:20]1[CH:4]=[CH:3][C:2]([I:1])=[CH:10][CH:9]=1, predict the reactants needed to synthesize it.